Task: Predict the reaction yield, written as a fraction of the theoretical maximum amount of product (1.0 means a 100% yield; for example, 0.34 means a 34% yield).. Dataset: Reaction yield outcomes from USPTO patents with 853,638 reactions (1) The reactants are [O:1]1[CH:3]2[CH2:4][CH2:5][C:6]3[C:11]([CH:2]12)=[CH:10][C:9]([C:12]([O:14][CH3:15])=[O:13])=[CH:8][CH:7]=3. The catalyst is C1(C)C=CC=CC=1.[I-].[I-].[Zn+2]. The product is [O:1]=[C:3]1[CH2:2][C:11]2[CH:10]=[C:9]([C:12]([O:14][CH3:15])=[O:13])[CH:8]=[CH:7][C:6]=2[CH2:5][CH2:4]1. The yield is 0.990. (2) The reactants are [Cl:1][C:2]1[N:3]=[C:4]([N:12]2[CH2:17][CH2:16][O:15][CH2:14][CH2:13]2)[C:5]2[N:10]=[C:9]([CH3:11])[S:8][C:6]=2[N:7]=1.CN(C)CCN(C)C.[Li]CCCC.[CH:31](=[O:38])[C:32]1[CH:37]=[CH:36][CH:35]=[CH:34][CH:33]=1. The catalyst is C1COCC1. The product is [Cl:1][C:2]1[N:3]=[C:4]([N:12]2[CH2:17][CH2:16][O:15][CH2:14][CH2:13]2)[C:5]2[N:10]=[C:9]([CH2:11][CH:31]([C:32]3[CH:37]=[CH:36][CH:35]=[CH:34][CH:33]=3)[OH:38])[S:8][C:6]=2[N:7]=1. The yield is 0.660. (3) The reactants are [C:1]1(=O)[NH:6][CH2:5][C:4](=O)[N:3]2[CH2:8][CH2:9][CH2:10][CH2:11][C@H:2]12.[H-].[H-].[H-].[H-].[Li+].[Al+3].O.O.O.O.O.O.O.O.O.O.S([O-])([O-])(=O)=O.[Na+].[Na+].[OH-].[Na+].Cl[C:39]([O:41][CH2:42][C:43]1[CH:48]=[CH:47][CH:46]=[CH:45][CH:44]=1)=[O:40]. The catalyst is C1COCC1.CCOCC. The product is [CH2:1]1[N:6]([C:39]([O:41][CH2:42][C:43]2[CH:48]=[CH:47][CH:46]=[CH:45][CH:44]=2)=[O:40])[CH2:5][CH2:4][N:3]2[CH2:8][CH2:9][CH2:10][CH2:11][C@H:2]12. The yield is 0.550. (4) The reactants are Br[C:2]1[CH:3]=[C:4]2[C:8](=[CH:9][CH:10]=1)[NH:7][C:6](=[O:11])[C:5]12[CH2:15][CH2:14][CH2:13][CH2:12]1.[C:16]([O:20][C:21]([N:23]1[CH:27]=[CH:26][CH:25]=[C:24]1B(O)O)=[O:22])([CH3:19])([CH3:18])[CH3:17].C(=O)([O-])[O-].[K+].[K+]. The catalyst is COCCOC.O.C1C=CC([P]([Pd]([P](C2C=CC=CC=2)(C2C=CC=CC=2)C2C=CC=CC=2)([P](C2C=CC=CC=2)(C2C=CC=CC=2)C2C=CC=CC=2)[P](C2C=CC=CC=2)(C2C=CC=CC=2)C2C=CC=CC=2)(C2C=CC=CC=2)C2C=CC=CC=2)=CC=1. The product is [O:11]=[C:6]1[C:5]2([CH2:15][CH2:14][CH2:13][CH2:12]2)[C:4]2[C:8](=[CH:9][CH:10]=[C:2]([C:24]3[N:23]([C:21]([O:20][C:16]([CH3:19])([CH3:18])[CH3:17])=[O:22])[CH:27]=[CH:26][CH:25]=3)[CH:3]=2)[NH:7]1. The yield is 0.830.